From a dataset of Forward reaction prediction with 1.9M reactions from USPTO patents (1976-2016). Predict the product of the given reaction. (1) Given the reactants [OH-].[Na+].[C:3](=[O:10])([O:5][C:6]([CH3:9])([CH3:8])[CH3:7])[NH2:4].ClOC(C)(C)C.CC[C@@H]1[C@@H]2C[C@H]([C@@H:52]([O:51]C3C4C(=CC=CC=4)C([O:51][C@@H:52]([C:63]4C=CN=[C:69]5[C:64]=4[CH:65]=[C:66](OC)[CH:67]=[CH:68]5)[C@@H]4N5C[C@H](CC)[C@@H](CC5)C4)=NN=3)[C:63]3C=CN=[C:69]4[C:64]=3[CH:65]=[C:66](OC)[CH:67]=[CH:68]4)N(CC2)C1.C(C1C=C([N:83]2[CH2:88][CH2:87][O:86][CH2:85][CH2:84]2)C=CC=1)=C, predict the reaction product. The product is: [C:6]([O:5][C:3](=[O:10])[NH:4][C@H:63]([C:64]1[CH:69]=[CH:68][CH:67]=[C:66]([N:83]2[CH2:88][CH2:87][O:86][CH2:85][CH2:84]2)[CH:65]=1)[CH2:52][OH:51])([CH3:9])([CH3:8])[CH3:7]. (2) Given the reactants Br[C:2]1[C:7]2=[N:8][C:9]([C:12]([N:14]3[CH2:18][CH2:17][CH:16]([OH:19])[CH2:15]3)=[O:13])=[CH:10][N:11]=[C:6]2[CH:5]=[N:4][CH:3]=1.[F:20][C:21]1[CH:22]=[C:23](B(O)O)[CH:24]=[CH:25][C:26]=1[C:27]([F:30])([F:29])[F:28].C(=O)([O-])[O-].[Cs+].[Cs+].O1CCOCC1, predict the reaction product. The product is: [F:20][C:21]1[CH:22]=[C:23]([C:2]2[C:7]3=[N:8][C:9]([C:12]([N:14]4[CH2:18][CH2:17][CH:16]([OH:19])[CH2:15]4)=[O:13])=[CH:10][N:11]=[C:6]3[CH:5]=[N:4][CH:3]=2)[CH:24]=[CH:25][C:26]=1[C:27]([F:28])([F:29])[F:30]. (3) Given the reactants [Cl:1][C:2]1[CH:27]=[C:26]([C:28]([OH:31])([CH3:30])[CH3:29])[CH:25]=[CH:24][C:3]=1[CH2:4][N:5]1[C:13]2[C:8](=[CH:9][C:10]([CH:14]=[C:15]3[S:19][C:18](SCC)=[N:17][C:16]3=[O:23])=[CH:11][CH:12]=2)[CH:7]=[N:6]1.[CH3:32][C@H:33]1[CH2:38][NH:37][CH2:36][C@@H:35]([CH3:39])[NH:34]1, predict the reaction product. The product is: [Cl:1][C:2]1[CH:27]=[C:26]([C:28]([OH:31])([CH3:29])[CH3:30])[CH:25]=[CH:24][C:3]=1[CH2:4][N:5]1[C:13]2[C:8](=[CH:9][C:10]([CH:14]=[C:15]3[S:19][C:18]([N:37]4[CH2:36][C@H:35]([CH3:39])[NH:34][C@H:33]([CH3:32])[CH2:38]4)=[N:17][C:16]3=[O:23])=[CH:11][CH:12]=2)[CH:7]=[N:6]1.